The task is: Predict the reaction yield, written as a fraction of the theoretical maximum amount of product (1.0 means a 100% yield; for example, 0.34 means a 34% yield).. This data is from Reaction yield outcomes from USPTO patents with 853,638 reactions. (1) The reactants are [Cl:1][C:2]1[C:7]([F:8])=[CH:6][CH:5]=[C:4]([Cl:9])[C:3]=1[C@H:10]([O:12][C:13]1[C:18]([NH2:19])=[N:17][CH:16]=[C:15]2[NH:20][CH:21]=[CH:22][C:14]=12)[CH3:11].CI.[C:25](OCC)(=O)C. The catalyst is CN(C=O)C. The product is [Cl:1][C:2]1[C:7]([F:8])=[CH:6][CH:5]=[C:4]([Cl:9])[C:3]=1[C@H:10]([O:12][C:13]1[C:18]([NH2:19])=[N:17][CH:16]=[C:15]2[N:20]([CH3:25])[CH:21]=[CH:22][C:14]=12)[CH3:11]. The yield is 0.260. (2) The product is [CH2:16]([O:18][C:19](=[O:27])[C:20]1[CH:21]=[CH:22][N:23]=[CH:24][C:25]=1[N:12]1[CH2:13][CH2:14][N:10]([C:7]2[CH:8]=[CH:9][C:4]3[N:3]=[CH:2][S:1][C:5]=3[CH:6]=2)[C:11]1=[O:15])[CH3:17]. The reactants are [S:1]1[C:5]2[CH:6]=[C:7]([N:10]3[CH2:14][CH2:13][NH:12][C:11]3=[O:15])[CH:8]=[CH:9][C:4]=2[N:3]=[CH:2]1.[CH2:16]([O:18][C:19](=[O:27])[C:20]1[CH:25]=[CH:24][N:23]=[CH:22][C:21]=1Br)[CH3:17].CN[C@@H]1CCCC[C@H]1NC.P([O-])([O-])([O-])=O.[K+].[K+].[K+]. The catalyst is [Cu](I)I.O1CCOCC1. The yield is 0.382. (3) The reactants are [Br:1][C:2]1[CH:7]=[C:6]([F:8])[CH:5]=[CH:4][C:3]=1[CH:9]1[C:14]([C:15]([O:17][CH2:18][CH3:19])=[O:16])=[C:13]([CH2:20]Br)[NH:12][C:11]([C:22]2[S:23][CH:24]=[CH:25][N:26]=2)=[N:10]1.Cl.[NH:28]1[CH2:33][CH2:32][O:31][CH2:30][CH:29]1[C:34]([OH:36])=[O:35].C(N(CC)CC)C. The catalyst is C(O)C. The product is [Br:1][C:2]1[CH:7]=[C:6]([F:8])[CH:5]=[CH:4][C:3]=1[CH:9]1[N:10]=[C:11]([C:22]2[S:23][CH:24]=[CH:25][N:26]=2)[NH:12][C:13]([CH2:20][N:28]2[CH2:33][CH2:32][O:31][CH2:30][CH:29]2[C:34]([OH:36])=[O:35])=[C:14]1[C:15]([O:17][CH2:18][CH3:19])=[O:16]. The yield is 0.450. (4) The reactants are [CH2:1]([N:3]1[C:8]2[N:9]=[C:10]([S:13][CH3:14])[N:11]=[CH:12][C:7]=2[CH:6]=[C:5]([C:15]2[CH:20]=[CH:19][CH:18]=[CH:17][CH:16]=2)[C:4]1=[O:21])[CH3:2].ClC1C=CC=C(C(OO)=[O:30])C=1. The catalyst is ClCCl. The product is [CH2:1]([N:3]1[C:8]2[N:9]=[C:10]([S:13]([CH3:14])=[O:30])[N:11]=[CH:12][C:7]=2[CH:6]=[C:5]([C:15]2[CH:16]=[CH:17][CH:18]=[CH:19][CH:20]=2)[C:4]1=[O:21])[CH3:2]. The yield is 0.880. (5) The reactants are Cl[C:2]1[C:7]([C:8]([O:10][CH2:11][CH3:12])=[O:9])=[CH:6][N:5]=[C:4]([Cl:13])[CH:3]=1.[CH3:14][NH2:15]. The catalyst is CC#N.O. The product is [Cl:13][C:4]1[CH:3]=[C:2]([NH:15][CH3:14])[C:7]([C:8]([O:10][CH2:11][CH3:12])=[O:9])=[CH:6][N:5]=1. The yield is 0.820. (6) The reactants are [F:1][C:2]1[CH:7]=[CH:6][C:5]([C:8]([C:10]2[CH:11]=[N:12][C:13]([N:16]3[CH2:21][CH2:20][N:19]([C:22]([O:24][C:25]([CH3:28])([CH3:27])[CH3:26])=[O:23])[CH2:18][CH2:17]3)=[N:14][CH:15]=2)=[CH2:9])=[CH:4][CH:3]=1.B.C1C[O:33]CC1.[OH-].[Na+].OO.Cl. The catalyst is C1COCC1.O. The product is [F:1][C:2]1[CH:7]=[CH:6][C:5]([CH:8]([C:10]2[CH:11]=[N:12][C:13]([N:16]3[CH2:21][CH2:20][N:19]([C:22]([O:24][C:25]([CH3:28])([CH3:27])[CH3:26])=[O:23])[CH2:18][CH2:17]3)=[N:14][CH:15]=2)[CH2:9][OH:33])=[CH:4][CH:3]=1. The yield is 0.240. (7) The reactants are [CH3:1][C:2]1([CH3:27])[N:11]2[C:7](=[N:8][C:9]3[CH:15]=[CH:14][C:13]([C:16]([O:18]CC4C=CC=CC=4)=[O:17])=[CH:12][C:10]=32)[C:6](=[O:26])[NH:5][CH2:4][CH2:3]1. The catalyst is CO.[Pd]. The product is [CH3:1][C:2]1([CH3:27])[N:11]2[C:7](=[N:8][C:9]3[CH:15]=[CH:14][C:13]([C:16]([OH:18])=[O:17])=[CH:12][C:10]=32)[C:6](=[O:26])[NH:5][CH2:4][CH2:3]1. The yield is 0.630. (8) The product is [C:1]([O:5][C:6]([NH:8][CH2:9][CH2:10][O:11][NH:12][C:13]([C@@H:15]1[CH2:20][CH2:19][C@@H:18]([NH:21][O:22][CH2:23][C:24]2[CH:25]=[CH:26][CH:27]=[CH:28][CH:29]=2)[CH2:17][NH:16]1)=[O:14])=[O:7])([CH3:4])([CH3:2])[CH3:3]. The yield is 0.930. The reactants are [C:1]([O:5][C:6]([NH:8][CH2:9][CH2:10][O:11][NH:12][C:13]([C@@H:15]1[CH2:20][CH2:19][C@@H:18]([NH:21][O:22][CH2:23][C:24]2[CH:29]=[CH:28][CH:27]=[CH:26][CH:25]=2)[CH2:17][N:16]1C(=O)C(F)(F)F)=[O:14])=[O:7])([CH3:4])([CH3:3])[CH3:2].O.[OH-].[Na+].C(O)(=O)C. The catalyst is O1CCOCC1.